This data is from Full USPTO retrosynthesis dataset with 1.9M reactions from patents (1976-2016). The task is: Predict the reactants needed to synthesize the given product. (1) Given the product [C:42]([O:41][C:40]([NH:39][CH2:38][CH2:37][N:58]1[C:57]([C:60]([O:62][CH2:63][CH3:64])=[O:61])=[CH:56][C:55]([O:54][Si:47]([C:50]([CH3:51])([CH3:53])[CH3:52])([CH3:49])[CH3:48])=[N:59]1)=[O:46])([CH3:45])([CH3:44])[CH3:43], predict the reactants needed to synthesize it. The reactants are: N(C(OC(C)(C)C)=O)=NC(OC(C)(C)C)=O.C1(P(C2C=CC=CC=2)C2C=CC=CC=2)C=CC=CC=1.O[CH2:37][CH2:38][NH:39][C:40](=[O:46])[O:41][C:42]([CH3:45])([CH3:44])[CH3:43].[Si:47]([O:54][C:55]1[NH:59][N:58]=[C:57]([C:60]([O:62][CH2:63][CH3:64])=[O:61])[CH:56]=1)([C:50]([CH3:53])([CH3:52])[CH3:51])([CH3:49])[CH3:48]. (2) Given the product [N:43]1[CH:48]=[C:47]([NH:49][C:35]([N:14]2[C@@H:15]3[CH2:20][N:19]([CH2:18][CH2:17][CH2:16]3)[C:12]3[CH:11]=[CH:10][C:9]([C:5]4[CH:6]=[N:7][CH:8]=[C:3]([C:2]([F:22])([F:1])[F:23])[CH:4]=4)=[N:21][C:13]2=3)=[O:41])[CH:46]=[N:45][CH:44]=1, predict the reactants needed to synthesize it. The reactants are: [F:1][C:2]([F:23])([F:22])[C:3]1[CH:4]=[C:5]([C:9]2[CH:10]=[CH:11][C:12]3[N:19]4[CH2:20][C@H:15]([CH2:16][CH2:17][CH2:18]4)[NH:14][C:13]=3[N:21]=2)[CH:6]=[N:7][CH:8]=1.C(N(CC)CC)C.ClC(Cl)(O[C:35](=[O:41])OC(Cl)(Cl)Cl)Cl.[N:43]1[CH:48]=[C:47]([NH2:49])[CH:46]=[N:45][CH:44]=1. (3) Given the product [Cl:34][C:35]1[CH:42]=[CH:41][CH:40]=[CH:39][C:36]=1[CH2:37][NH:38][C:2]1[N:7]=[C:6]([C:8]2[C:16]3[C:11](=[N:12][C:13]([NH:17][CH2:18][CH2:19][N:20]4[CH2:25][CH2:24][O:23][CH2:22][CH2:21]4)=[N:14][CH:15]=3)[N:10]([CH2:26][O:27][CH2:28][CH2:29][Si:30]([CH3:33])([CH3:32])[CH3:31])[N:9]=2)[CH:5]=[CH:4][CH:3]=1, predict the reactants needed to synthesize it. The reactants are: Br[C:2]1[N:7]=[C:6]([C:8]2[C:16]3[C:11](=[N:12][C:13]([NH:17][CH2:18][CH2:19][N:20]4[CH2:25][CH2:24][O:23][CH2:22][CH2:21]4)=[N:14][CH:15]=3)[N:10]([CH2:26][O:27][CH2:28][CH2:29][Si:30]([CH3:33])([CH3:32])[CH3:31])[N:9]=2)[CH:5]=[CH:4][CH:3]=1.[Cl:34][C:35]1[CH:42]=[CH:41][CH:40]=[CH:39][C:36]=1[CH2:37][NH2:38].CN(C1C(C2C(P(C3CCCCC3)C3CCCCC3)=CC=CC=2)=CC=CC=1)C.C(O[Na])(C)(C)C. (4) Given the product [C:3]([O:7][C:8]([N:10]1[CH2:15][CH2:14][C@:13]([O:16][CH2:17][C@H:18]([OH:19])[CH3:20])([C:21]2[CH:22]=[CH:23][C:24]([CH2:27][O:28][CH2:29][CH2:30][O:31][CH3:32])=[CH:25][CH:26]=2)[C@@H:12]([O:33][CH2:34][C:35]2[CH:36]=[CH:37][C:38]3[O:43][CH2:42][CH2:41][N:40]([CH2:44][CH2:45][CH2:46][O:47][CH3:48])[C:39]=3[CH:49]=2)[CH2:11]1)=[O:9])([CH3:4])([CH3:6])[CH3:5], predict the reactants needed to synthesize it. The reactants are: [BH4-].[Na+].[C:3]([O:7][C:8]([N:10]1[CH2:15][CH2:14][C@@:13]([C:21]2[CH:26]=[CH:25][C:24]([CH2:27][O:28][CH2:29][CH2:30][O:31][CH3:32])=[CH:23][CH:22]=2)([O:16][CH2:17][C@H:18]2[CH2:20][O:19]2)[C@@H:12]([O:33][CH2:34][C:35]2[CH:36]=[CH:37][C:38]3[O:43][CH2:42][CH2:41][N:40]([CH2:44][CH2:45][CH2:46][O:47][CH3:48])[C:39]=3[CH:49]=2)[CH2:11]1)=[O:9])([CH3:6])([CH3:5])[CH3:4]. (5) Given the product [CH3:22][C:17]1([CH3:23])[C:18]([CH3:21])([CH3:20])[O:19][B:15]([C:2]2[CH:3]=[CH:4][C:5]([C:8]3[CH2:12][CH:11]([CH2:13][OH:14])[O:10][N:9]=3)=[N:6][CH:7]=2)[O:16]1, predict the reactants needed to synthesize it. The reactants are: Br[C:2]1[CH:3]=[CH:4][C:5]([C:8]2[CH2:12][CH:11]([CH2:13][OH:14])[O:10][N:9]=2)=[N:6][CH:7]=1.[B:15]1([B:15]2[O:19][C:18]([CH3:21])([CH3:20])[C:17]([CH3:23])([CH3:22])[O:16]2)[O:19][C:18]([CH3:21])([CH3:20])[C:17]([CH3:23])([CH3:22])[O:16]1.CC([O-])=O.[K+]. (6) Given the product [C:24]([N:1]([C:2]1[N:7]=[C:6]([C:8]2[O:9][CH:10]=[CH:11][CH:12]=2)[C:5]([C:13]#[N:14])=[C:4]([S:15][CH2:16][CH2:17][C:18]2[CH:23]=[CH:22][CH:21]=[CH:20][N:19]=2)[N:3]=1)[C:24](=[O:31])[C:25]1[CH:30]=[CH:29][CH:28]=[CH:27][CH:26]=1)(=[O:31])[C:25]1[CH:30]=[CH:29][CH:28]=[CH:27][CH:26]=1, predict the reactants needed to synthesize it. The reactants are: [NH2:1][C:2]1[N:7]=[C:6]([C:8]2[O:9][CH:10]=[CH:11][CH:12]=2)[C:5]([C:13]#[N:14])=[C:4]([S:15][CH2:16][CH2:17][C:18]2[CH:23]=[CH:22][CH:21]=[CH:20][N:19]=2)[N:3]=1.[C:24](Br)(=[O:31])[C:25]1[CH:30]=[CH:29][CH:28]=[CH:27][CH:26]=1. (7) Given the product [CH3:9][C:6]1[NH:5][C:4](=[O:10])[C:3]([CH:2]=[O:1])=[CH:8][CH:7]=1, predict the reactants needed to synthesize it. The reactants are: [OH:1][CH2:2][C:3]1[C:4](=[O:10])[NH:5][C:6]([CH3:9])=[CH:7][CH:8]=1.C1COCC1.CO.